From a dataset of Full USPTO retrosynthesis dataset with 1.9M reactions from patents (1976-2016). Predict the reactants needed to synthesize the given product. Given the product [F:2][C:3]1[CH:4]=[CH:5][C:6]([C:9]2[NH:13][N:12]=[C:11]([CH2:14][OH:15])[C:10]=2[C:17]2[CH:18]=[CH:19][N:20]=[CH:21][CH:22]=2)=[CH:7][CH:8]=1, predict the reactants needed to synthesize it. The reactants are: O.[F:2][C:3]1[CH:8]=[CH:7][C:6]([C:9]2[NH:13][N:12]=[C:11]([C:14](O)=[O:15])[C:10]=2[C:17]2[CH:22]=[CH:21][N:20]=[CH:19][CH:18]=2)=[CH:5][CH:4]=1.[H-].[Al+3].[Li+].[H-].[H-].[H-].[OH-].[K+].